This data is from Reaction yield outcomes from USPTO patents with 853,638 reactions. The task is: Predict the reaction yield, written as a fraction of the theoretical maximum amount of product (1.0 means a 100% yield; for example, 0.34 means a 34% yield). (1) The reactants are [Cl:1][C:2]1[CH:11]=[CH:10][CH:9]=[C:8]([CH:12]=O)[C:3]=1[C:4]([O:6]C)=[O:5].[N:14]1([C:20]([O:22][C:23]([CH3:26])([CH3:25])[CH3:24])=[O:21])[CH2:19][CH2:18][NH:17][CH2:16][CH2:15]1.ClCCCl.C(O[BH-](OC(=O)C)OC(=O)C)(=O)C.[Na+]. The catalyst is O. The product is [C:23]([O:22][C:20]([N:14]1[CH2:19][CH2:18][N:17]([CH2:12][C:8]2[CH:9]=[CH:10][CH:11]=[C:2]([Cl:1])[C:3]=2[C:4]([OH:6])=[O:5])[CH2:16][CH2:15]1)=[O:21])([CH3:26])([CH3:24])[CH3:25]. The yield is 0.420. (2) The reactants are [C:1]1([N:7]2[C:11]([C:12]3[C:17](=[O:18])[CH:16]=[CH:15][N:14]([C:19]4[CH:24]=[CH:23][CH:22]=[C:21]([C:25]([F:28])([F:27])[F:26])[CH:20]=4)[N:13]=3)=[CH:10][CH:9]=[N:8]2)[CH:6]=[CH:5][CH:4]=[CH:3][CH:2]=1.[B-](F)(F)(F)[F:30].[B-](F)(F)(F)F.C1[N+]2(CCl)CC[N+](F)(CC2)C1. The catalyst is CC#N.[Cl-].[Na+].O. The product is [F:30][C:10]1[CH:9]=[N:8][N:7]([C:1]2[CH:2]=[CH:3][CH:4]=[CH:5][CH:6]=2)[C:11]=1[C:12]1[C:17](=[O:18])[CH:16]=[CH:15][N:14]([C:19]2[CH:24]=[CH:23][CH:22]=[C:21]([C:25]([F:27])([F:26])[F:28])[CH:20]=2)[N:13]=1. The yield is 0.230.